Task: Predict the product of the given reaction.. Dataset: Forward reaction prediction with 1.9M reactions from USPTO patents (1976-2016) (1) Given the reactants [N+:1]([C:4]1[C:9]([S:10][C:11]2[CH:16]=[CH:15][CH:14]=[CH:13][CH:12]=2)=[CH:8][CH:7]=[CH:6][N:5]=1)([O-])=O.[Br:17]Br, predict the reaction product. The product is: [Br:17][C:7]1[CH:8]=[C:9]([S:10][C:11]2[CH:16]=[CH:15][CH:14]=[CH:13][CH:12]=2)[C:4]([NH2:1])=[N:5][CH:6]=1. (2) Given the reactants [CH3:1][C:2]1[C:6]([CH2:7][CH2:8][N:9]2[CH2:14][CH2:13][N:12]([CH2:15][C:16]([O:18]C)=[O:17])[CH2:11][CH2:10]2)=[C:5]([CH3:20])[O:4][N:3]=1.[Li+].[OH-].Cl, predict the reaction product. The product is: [CH3:1][C:2]1[C:6]([CH2:7][CH2:8][N:9]2[CH2:14][CH2:13][N:12]([CH2:15][C:16]([OH:18])=[O:17])[CH2:11][CH2:10]2)=[C:5]([CH3:20])[O:4][N:3]=1. (3) Given the reactants [C:1]([O:5][C:6]([N:8]1[CH2:13][CH2:12][N:11]([C:14]2[C:19]([NH2:20])=[CH:18][CH:17]=[CH:16][N:15]=2)[CH2:10][CH2:9]1)=[O:7])([CH3:4])([CH3:3])[CH3:2].[CH:21](=O)[CH3:22].CO.C([BH3-])#N.[Na+], predict the reaction product. The product is: [C:1]([O:5][C:6]([N:8]1[CH2:13][CH2:12][N:11]([C:14]2[C:19]([NH:20][CH2:21][CH3:22])=[CH:18][CH:17]=[CH:16][N:15]=2)[CH2:10][CH2:9]1)=[O:7])([CH3:4])([CH3:2])[CH3:3]. (4) Given the reactants C(Cl)(=O)C(Cl)=O.CS(C)=O.[Cl:11][C:12]1[CH:17]=[CH:16][C:15]([C:18]([CH3:29])([CH3:28])[CH2:19][C:20]([OH:27])([C:23]([F:26])([F:25])[F:24])[CH2:21][OH:22])=[C:14]([O:30][CH3:31])[CH:13]=1.C(N(CC)CC)C, predict the reaction product. The product is: [Cl:11][C:12]1[CH:17]=[CH:16][C:15]([C:18]([CH3:29])([CH3:28])[CH2:19][C:20]([OH:27])([C:23]([F:26])([F:25])[F:24])[CH:21]=[O:22])=[C:14]([O:30][CH3:31])[CH:13]=1. (5) Given the reactants [OH:1][CH2:2][C@H:3]1[CH2:7][CH2:6][C@:5]([NH:9][C:10](=[O:16])[O:11][C:12]([CH3:15])([CH3:14])[CH3:13])([CH3:8])[C:4]1([CH3:18])[CH3:17].C(N(CC)CC)C.[CH3:26][S:27](Cl)(=[O:29])=[O:28], predict the reaction product. The product is: [C:12]([O:11][C:10]([NH:9][C@:5]1([CH3:8])[CH2:6][CH2:7][C@H:3]([CH2:2][O:1][S:27]([CH3:26])(=[O:29])=[O:28])[C:4]1([CH3:18])[CH3:17])=[O:16])([CH3:15])([CH3:14])[CH3:13]. (6) Given the reactants C([O:3][C:4](=[O:44])[C:5]([O:8][C:9]1[CH:14]=[CH:13][C:12]([O:15][CH2:16][CH2:17][C:18]2[N:19]=[C:20]([C:24]3[CH:29]=[CH:28][C:27]([C:30]4[CH:35]=[CH:34][CH:33]=[CH:32][CH:31]=4)=[CH:26][CH:25]=3)[O:21][C:22]=2[CH3:23])=[C:11]([CH2:36][CH2:37][C:38]2[CH:43]=[CH:42][CH:41]=[CH:40][CH:39]=2)[CH:10]=1)([CH3:7])[CH3:6])C.[OH-].[Na+], predict the reaction product. The product is: [C:27]1([C:30]2[CH:31]=[CH:32][CH:33]=[CH:34][CH:35]=2)[CH:26]=[CH:25][C:24]([C:20]2[O:21][C:22]([CH3:23])=[C:18]([CH2:17][CH2:16][O:15][C:12]3[CH:13]=[CH:14][C:9]([O:8][C:5]([CH3:7])([CH3:6])[C:4]([OH:44])=[O:3])=[CH:10][C:11]=3[CH2:36][CH2:37][C:38]3[CH:43]=[CH:42][CH:41]=[CH:40][CH:39]=3)[N:19]=2)=[CH:29][CH:28]=1. (7) Given the reactants C[O:2][C:3]([C:5]1[CH:14]=[CH:13][C:8]2[N:9]=[CH:10][N:11]([CH3:12])[C:7]=2[CH:6]=1)=[O:4].[OH-].[Li+].Cl, predict the reaction product. The product is: [CH3:12][N:11]1[C:7]2[CH:6]=[C:5]([C:3]([OH:4])=[O:2])[CH:14]=[CH:13][C:8]=2[N:9]=[CH:10]1. (8) Given the reactants [Br:1][CH:2]([CH2:7]Br)[C:3]([O:5][CH3:6])=[O:4].C[O-].[Na+].[Na].[C:13](O)(=[O:15])C, predict the reaction product. The product is: [Br:1][CH:2]([CH2:7][O:15][CH3:13])[C:3]([O:5][CH3:6])=[O:4]. (9) Given the reactants [CH:1]1([C:4]([NH2:6])=[O:5])[CH2:3][CH2:2]1.[Cl:7][CH2:8][C:9](=O)[CH2:10]Cl, predict the reaction product. The product is: [Cl:7][CH2:8][C:9]1[N:6]=[C:4]([CH:1]2[CH2:3][CH2:2]2)[O:5][CH:10]=1. (10) The product is: [CH2:1]([O:3][C:4]([C:6]1([CH2:19][CH2:20][CH2:21][NH:30][C:29]2[C:24]([CH3:23])=[N:25][C:26]([N:31]3[CH2:35][CH2:34][C@@H:33]([N:36]4[CH2:40][CH2:39][CH2:38][C@@H:37]4[CH3:41])[CH2:32]3)=[CH:27][CH:28]=2)[CH2:11][CH2:10][N:9]([C:12]([O:14][C:15]([CH3:16])([CH3:17])[CH3:18])=[O:13])[CH2:8][CH2:7]1)=[O:5])[CH3:2]. Given the reactants [CH2:1]([O:3][C:4]([C:6]1([CH2:19][CH2:20][CH:21]=O)[CH2:11][CH2:10][N:9]([C:12]([O:14][C:15]([CH3:18])([CH3:17])[CH3:16])=[O:13])[CH2:8][CH2:7]1)=[O:5])[CH3:2].[CH3:23][C:24]1[C:29]([NH2:30])=[CH:28][CH:27]=[C:26]([N:31]2[CH2:35][CH2:34][C@@H:33]([N:36]3[CH2:40][CH2:39][CH2:38][C@@H:37]3[CH3:41])[CH2:32]2)[N:25]=1, predict the reaction product.